Task: Regression. Given two drug SMILES strings and cell line genomic features, predict the synergy score measuring deviation from expected non-interaction effect.. Dataset: NCI-60 drug combinations with 297,098 pairs across 59 cell lines (1) Drug 1: CC1=C2C(C(=O)C3(C(CC4C(C3C(C(C2(C)C)(CC1OC(=O)C(C(C5=CC=CC=C5)NC(=O)OC(C)(C)C)O)O)OC(=O)C6=CC=CC=C6)(CO4)OC(=O)C)OC)C)OC. Drug 2: C1CC(=O)NC(=O)C1N2C(=O)C3=CC=CC=C3C2=O. Cell line: BT-549. Synergy scores: CSS=58.8, Synergy_ZIP=5.89, Synergy_Bliss=8.29, Synergy_Loewe=-22.3, Synergy_HSA=8.54. (2) Drug 1: C1CN1P(=S)(N2CC2)N3CC3. Drug 2: CCC1=C2CN3C(=CC4=C(C3=O)COC(=O)C4(CC)O)C2=NC5=C1C=C(C=C5)O. Cell line: SF-539. Synergy scores: CSS=17.9, Synergy_ZIP=-2.93, Synergy_Bliss=2.74, Synergy_Loewe=-9.88, Synergy_HSA=1.56. (3) Drug 1: CCC1=CC2CC(C3=C(CN(C2)C1)C4=CC=CC=C4N3)(C5=C(C=C6C(=C5)C78CCN9C7C(C=CC9)(C(C(C8N6C)(C(=O)OC)O)OC(=O)C)CC)OC)C(=O)OC.C(C(C(=O)O)O)(C(=O)O)O. Cell line: RPMI-8226. Drug 2: CC1=C(C=C(C=C1)NC(=O)C2=CC=C(C=C2)CN3CCN(CC3)C)NC4=NC=CC(=N4)C5=CN=CC=C5. Synergy scores: CSS=60.6, Synergy_ZIP=9.26, Synergy_Bliss=6.92, Synergy_Loewe=-32.3, Synergy_HSA=7.66. (4) Drug 1: CC12CCC3C(C1CCC2=O)CC(=C)C4=CC(=O)C=CC34C. Synergy scores: CSS=45.6, Synergy_ZIP=4.37, Synergy_Bliss=5.35, Synergy_Loewe=-0.0565, Synergy_HSA=6.03. Drug 2: COC1=NC(=NC2=C1N=CN2C3C(C(C(O3)CO)O)O)N. Cell line: HOP-92. (5) Drug 1: CCC1=C2CN3C(=CC4=C(C3=O)COC(=O)C4(CC)O)C2=NC5=C1C=C(C=C5)O. Drug 2: CCC1(CC2CC(C3=C(CCN(C2)C1)C4=CC=CC=C4N3)(C5=C(C=C6C(=C5)C78CCN9C7C(C=CC9)(C(C(C8N6C)(C(=O)OC)O)OC(=O)C)CC)OC)C(=O)OC)O.OS(=O)(=O)O. Cell line: MDA-MB-231. Synergy scores: CSS=23.5, Synergy_ZIP=-8.80, Synergy_Bliss=-0.215, Synergy_Loewe=-4.05, Synergy_HSA=3.48. (6) Drug 1: COC1=CC(=CC(=C1O)OC)C2C3C(COC3=O)C(C4=CC5=C(C=C24)OCO5)OC6C(C(C7C(O6)COC(O7)C8=CC=CS8)O)O. Drug 2: C1=CC(=CC=C1CCCC(=O)O)N(CCCl)CCCl. Cell line: OVCAR-8. Synergy scores: CSS=31.7, Synergy_ZIP=2.43, Synergy_Bliss=1.72, Synergy_Loewe=-1.39, Synergy_HSA=5.80. (7) Drug 1: CC1=C(C(CCC1)(C)C)C=CC(=CC=CC(=CC(=O)O)C)C. Drug 2: C1C(C(OC1N2C=NC(=NC2=O)N)CO)O. Cell line: NCI-H522. Synergy scores: CSS=10.5, Synergy_ZIP=1.29, Synergy_Bliss=1.14, Synergy_Loewe=0.968, Synergy_HSA=1.38.